Dataset: Catalyst prediction with 721,799 reactions and 888 catalyst types from USPTO. Task: Predict which catalyst facilitates the given reaction. (1) Reactant: [NH2:1][C:2]1[CH:3]=[CH:4][C:5]([F:10])=[C:6]([CH:9]=1)[C:7]#[N:8].[Cl:11][S:12]([C:15]1[CH:16]=[C:17]([C:21](Cl)=[O:22])[N:18]([CH3:20])[CH:19]=1)(=[O:14])=[O:13]. Product: [C:7]([C:6]1[CH:9]=[C:2]([NH:1][C:21]([C:17]2[N:18]([CH3:20])[CH:19]=[C:15]([S:12]([Cl:11])(=[O:14])=[O:13])[CH:16]=2)=[O:22])[CH:3]=[CH:4][C:5]=1[F:10])#[N:8]. The catalyst class is: 11. (2) The catalyst class is: 7. Reactant: [F:1][C:2]([F:23])([F:22])[C:3]1[CH:8]=[CH:7][N:6]=[C:5]2[N:9]([Si](C(C)C)(C(C)C)C(C)C)[CH:10]=[CH:11][C:4]=12.C([Li])(CC)C.C(Br)(Br)(Br)[Br:30]. Product: [Br:30][C:8]1[C:3]([C:2]([F:23])([F:22])[F:1])=[C:4]2[CH:11]=[CH:10][NH:9][C:5]2=[N:6][CH:7]=1. (3) Reactant: [CH:1]12[CH2:24][CH2:23][CH:4]([CH:5]([C:7]3[N:12]=[C:11]4[N:13]([CH3:22])[C:14](=[O:21])[N:15]([CH2:16][C:17]([CH3:20])([CH3:19])[CH3:18])[C:10]4=[CH:9][CH:8]=3)[CH2:6]1)[CH2:3][NH:2]2.[O:25]1[CH:29]=[CH:28][C:27]([C:30](O)=[O:31])=[N:26]1.CCN(C(C)C)C(C)C.CN(C(ON1N=NC2C=CC=NC1=2)=[N+](C)C)C.F[P-](F)(F)(F)(F)F. Product: [CH3:18][C:17]([CH3:19])([CH3:20])[CH2:16][N:15]1[C:10]2[C:11](=[N:12][C:7]([CH:5]3[CH2:6][CH:1]4[CH2:24][CH2:23][CH:4]3[CH2:3][N:2]4[C:30]([C:27]3[CH:28]=[CH:29][O:25][N:26]=3)=[O:31])=[CH:8][CH:9]=2)[N:13]([CH3:22])[C:14]1=[O:21]. The catalyst class is: 12.